From a dataset of Drug-target binding data from BindingDB using IC50 measurements. Regression. Given a target protein amino acid sequence and a drug SMILES string, predict the binding affinity score between them. We predict pIC50 (pIC50 = -log10(IC50 in M); higher means more potent). Dataset: bindingdb_ic50. (1) The small molecule is O=C(NCc1ccccc1)Nc1ccc2[nH]ncc2c1. The target protein sequence is MSTGDSFETRFEKMDNLLRDPKSEVNSDCLLDGLDALVYDLDFPALRKNKNIDNFLSRYKDTINKIRDLRMKAEDYEVVKVIGRGAFGEVQLVRHKSTRKVYAMKLLSKFEMIKRSDSAFFWEERDIMAFANSPWVVQLFYAFQDDRYLYMVMEYMPGGDLVNLMSNYDVPEKWARFYTAEVVLALDAIHSMGFIHRDVKPDNMLLDKSGHLKLADFGTCMKMNKEGMVRCDTAVGTPDYISPEVLKSQGGDGYYGRECDWWSVGVFLYEMLVGDTPFYADSLVGTYSKIMNHKNSLTFPDDNDISKEAKNLICAFLTDREVRLGRNGVEEIKRHLFFKNDQWAWETLRDTVAPVVPDLSSDIDTSNFDDLEEDKGEEETFPIPKAFVGNQLPFVGFTYYSNRRYLSSANPNDNRTSSNADKSLQESLQKTIYKLEEQLHNEMQLKDEMEQKCRTSNIKLDKIMKELDEEGNQRRNLESTVSQIEKEKMLLQHRINEYQR.... The pIC50 is 4.9. (2) The small molecule is O=C(O)c1c2c(nc3ccccc13)CCN(C(=O)c1cccc(C(F)(F)F)c1)C2. The target protein sequence is MERKLHSGMHHATLRQLQESGCEIAPHNLMYPVFIVSNDDDVQPIASMPGISRFGLNRLKEHLEPLVAKGLSSVLLFGVVDPDMKDEQASNADSAKNPVVLALPKLREWFPDLLIACDVCICPYSSHGHCGLLGETGLENGPSIKRIAEIAVAYAKAGAHIVAPSDMMDNRVKAIKQALIDAQMNSVSLLAYSAKFTSNFYGPFREAAQSAPKFGDRRCYQLPSGSRSLAMRAIQRDVAEGADMLMVKPGMPYLDILRSTKDSYPYHTLYVYQVSGEFAMLYHAAKAGAFDLKDAVLEAMKGFRRAGADCIITYYTPFLLDIIGKVK. The pIC50 is 3.0. (3) The drug is Cc1[nH]n2c(=O)cc(-c3ccc4ccccc4c3)nc2c1-c1ccccc1. The target protein (P9WNS3) has sequence MLQQIRGPADLQHLSQAQLRELAAEIREFLIHKVAATGGHLGPNLGVVELTLALHRVFDSPHDPIIFDTGHQAYVHKMLTGRSQDFATLRKKGGLSGYPSRAESEHDWVESSHASAALSYADGLAKAFELTGHRNRHVVAVVGDGALTGGMCWEALNNIAASRRPVIIVVNDNGRSYAPTIGGVADHLATLRLQPAYEQALETGRDLVRAVPLVGGLWFRFLHSVKAGIKDSLSPQLLFTDLGLKYVGPVDGHDERAVEVALRSARRFGAPVIVHVVTRKGMGYPPAEADQAEQMHSTVPIDPATGQATKVAGPGWTATFSDALIGYAQKRRDIVAITAAMPGPTGLTAFGQRFPDRLFDVGIAEQHAMTSAAGLAMGGLHPVVAIYSTFLNRAFDQIMMDVALHKLPVTMVLDRAGITGSDGASHNGMWDLSMLGIVPGIRVAAPRDATRLREELGEALDVDDGPTALRFPKGDVGEDISALERRGGVDVLAAPADGLN.... The pIC50 is 4.7. (4) The compound is CC(C)(O)C#Cc1nc(-c2ccccc2Cl)c(-c2ccc(Cl)cc2)cc1C#N. The target protein (P21554) has sequence MKSILDGLADTTFRTITTDLLYVGSNDIQYEDIKGDMASKLGYFPQKFPLTSFRGSPFQEKMTAGDNPQLVPADQVNITEFYNKSLSSFKENEENIQCGENFMDIECFMVLNPSQQLAIAVLSLTLGTFTVLENLLVLCVILHSRSLRCRPSYHFIGSLAVADLLGSVIFVYSFIDFHVFHRKDSRNVFLFKLGGVTASFTASVGSLFLTAIDRYISIHRPLAYKRIVTRPKAVVAFCLMWTIAIVIAVLPLLGWNCEKLQSVCSDIFPHIDETYLMFWIGVTSVLLLFIVYAYMYILWKAHSHAVRMIQRGTQKSIIIHTSEDGKVQVTRPDQARMDIRLAKTLVLILVVLIICWGPLLAIMVYDVFGKMNKLIKTVFAFCSMLCLLNSTVNPIIYALRSKDLRHAFRSMFPSCEGTAQPLDNSMGDSDCLHKHANNAASVHRAAESCIKSTVKIAKVTMSVSTDTSAEAL. The pIC50 is 7.4. (5) The drug is O=C1NC(=O)C(c2c[nH]c3ccccc23)=C1c1c[nH]c2ccccc12. The target protein (P27791) has sequence MGNAAAAKKGSEQESVKEFLAKAKEDFLKKWEDPSQNTAQLDHFDRIKTLGTGSFGRVMLVKHKESGNHYAMKILDKQKVVKLKQIEHTLNEKRILQAVNFPFLVKLEFSFKDNSNLYMVMEYVPGGEMFSHLRRIGRFSEPHARFYAAQIVLTFEYLHSLDLIYRDLKPENLLIDQQGYIQVTDFGFAKRVKGRTWTLCGTPEYLAPEIILSKGYNKAVDWWALGVLIYEMAAGYPPFFADQPIQIYEKIVSGKVRFPSHFSSDLKDLLRNLLQVDLTKRFGNLKNGVNDIKNHKWFATTDWIAIYQRKVEAPFIPKFKGPGDTSNFDDYEEEEIRVSINEKCGKEFTEF. The pIC50 is 5.7.